From a dataset of Forward reaction prediction with 1.9M reactions from USPTO patents (1976-2016). Predict the product of the given reaction. (1) Given the reactants Cl[C:2]1[N:3]=[CH:4][CH:5]=[C:6]2[CH:10]=[CH:9][NH:8][C:7]=12.[C:11]([NH2:14])(=[O:13])[CH3:12], predict the reaction product. The product is: [NH:8]1[C:7]2=[C:2]([NH:14][C:11](=[O:13])[CH3:12])[N:3]=[CH:4][CH:5]=[C:6]2[CH:10]=[CH:9]1. (2) Given the reactants FC(F)(F)[C:3]([OH:5])=[O:4].C[C@:9]1([C:23](OC(C)(C)C)=O)[CH2:13][C:12](=[O:14])[N:11]([C@@H:15]([C:17]2[CH:22]=[CH:21][CH:20]=[CH:19][CH:18]=2)[CH3:16])[CH2:10]1.C([N:32](CC)CC)C.C1(P(N=[N+]=[N-])(C2C=CC=CC=2)=O)C=CC=CC=1.[C:54](O)([CH3:57])([CH3:56])[CH3:55], predict the reaction product. The product is: [CH3:23][C@:9]1([NH:32][C:3](=[O:4])[O:5][C:54]([CH3:57])([CH3:56])[CH3:55])[CH2:13][C:12](=[O:14])[N:11]([C@@H:15]([C:17]2[CH:18]=[CH:19][CH:20]=[CH:21][CH:22]=2)[CH3:16])[CH2:10]1. (3) Given the reactants [CH3:1][C:2]1[CH:7]=[CH:6][C:5]([S:8]([NH:11][CH2:12][CH2:13][C:14]2[CH:15]=[CH:16][CH:17]=[C:18]3[C:22]=2[CH2:21][C:20]([CH3:23])=[CH:19]3)(=[O:10])=[O:9])=[CH:4][CH:3]=1.C([O-])([O-])=O.[Cs+].[Cs+].[CH:30](I)([CH3:32])[CH3:31], predict the reaction product. The product is: [CH:30]([N:11]([CH2:12][CH2:13][C:14]1[CH:15]=[CH:16][CH2:17][C:18]2[C:22]=1[CH:21]=[C:20]([CH3:23])[CH:19]=2)[S:8]([C:5]1[CH:4]=[CH:3][C:2]([CH3:1])=[CH:7][CH:6]=1)(=[O:10])=[O:9])([CH3:32])[CH3:31]. (4) Given the reactants C([N:8]1[CH2:12][CH2:11][C@@H:10]([C:13]([C:22]2[CH:27]=[CH:26][CH:25]=[C:24]([O:28]C)[CH:23]=2)([C:16]2[CH:21]=[CH:20][CH:19]=[CH:18][CH:17]=2)[C:14]#[N:15])[CH2:9]1)C1C=CC=CC=1.[OH-:30].[K+].B(Br)(Br)Br.C(Cl)Cl.N, predict the reaction product. The product is: [OH:28][C:24]1[CH:23]=[C:22]([C@@:13]([C:16]2[CH:17]=[CH:18][CH:19]=[CH:20][CH:21]=2)([CH:10]2[CH2:11][CH2:12][NH:8][CH2:9]2)[C:14]([NH2:15])=[O:30])[CH:27]=[CH:26][CH:25]=1.